Dataset: Forward reaction prediction with 1.9M reactions from USPTO patents (1976-2016). Task: Predict the product of the given reaction. (1) Given the reactants [CH2:1]([C:5]1[N:9]([CH2:10][C:11]2[CH:16]=[CH:15][C:14]([C:17]3[CH:22]=[CH:21][CH:20]=[CH:19][C:18]=3[C:23]#[N:24])=[CH:13][CH:12]=2)[C:8](=[O:25])[C:7]2([CH2:29][CH2:28][CH2:27][CH2:26]2)[N:6]=1)[CH2:2][CH2:3][CH3:4].[N-:30]=[N+:31]=[N-:32].[Na+].Cl.Cl.N1CCNCC1.[OH-].[Na+], predict the reaction product. The product is: [CH3:4][CH2:3][CH2:2][CH2:1][C:5]1[N:9]([CH2:10][C:11]2[CH:16]=[CH:15][C:14]([C:17]3[CH:22]=[CH:21][CH:20]=[CH:19][C:18]=3[C:23]3[N:32]=[N:31][NH:30][N:24]=3)=[CH:13][CH:12]=2)[C:8](=[O:25])[C:7]2([CH2:26][CH2:27][CH2:28][CH2:29]2)[N:6]=1. (2) Given the reactants [C:1]([O:5][C:6]([N:8]1[CH2:13][CH2:12][N:11]([C:14]2[CH:19]=[C:18](OS(C(F)(F)C(F)(F)C(F)(F)C(F)(F)F)(=O)=O)[CH:17]=[CH:16][C:15]=2[CH:37]2[CH2:42][C:41]([CH3:44])([CH3:43])[CH2:40][C:39]([CH3:46])([CH3:45])[CH2:38]2)[CH2:10][CH2:9]1)=[O:7])([CH3:4])([CH3:3])[CH3:2].C([Sn](CCCC)(CCCC)[C:52]([O:54]CC)=[CH2:53])CCC.[Cl-].[Li+].C(=O)([O-])O.[Na+], predict the reaction product. The product is: [C:1]([O:5][C:6]([N:8]1[CH2:9][CH2:10][N:11]([C:14]2[CH:19]=[C:18]([C:52](=[O:54])[CH3:53])[CH:17]=[CH:16][C:15]=2[CH:37]2[CH2:38][C:39]([CH3:46])([CH3:45])[CH2:40][C:41]([CH3:43])([CH3:44])[CH2:42]2)[CH2:12][CH2:13]1)=[O:7])([CH3:2])([CH3:4])[CH3:3]. (3) Given the reactants [C:1]([O:5][C@@H:6]([C:11]1[C:12]([CH3:42])=[CH:13][C:14]2[N:15]([CH:25]=[C:26]([C:28](=O)[NH:29][CH2:30][C:31](=O)[CH2:32][C:33]3[CH:38]=[CH:37][C:36]([F:39])=[CH:35][CH:34]=3)[N:27]=2)[C:16]=1[N:17]1[CH2:22][CH2:21][C:20]([CH3:24])([CH3:23])[CH2:19][CH2:18]1)[C:7]([O:9]C)=[O:8])([CH3:4])([CH3:3])[CH3:2].COC1C=CC(P2(SP(C3C=CC(OC)=CC=3)(=S)S2)=[S:52])=CC=1.[OH-].[Na+], predict the reaction product. The product is: [C:1]([O:5][C@@H:6]([C:11]1[C:12]([CH3:42])=[CH:13][C:14]2[N:15]([CH:25]=[C:26]([C:28]3[S:52][C:31]([CH2:32][C:33]4[CH:38]=[CH:37][C:36]([F:39])=[CH:35][CH:34]=4)=[CH:30][N:29]=3)[N:27]=2)[C:16]=1[N:17]1[CH2:22][CH2:21][C:20]([CH3:24])([CH3:23])[CH2:19][CH2:18]1)[C:7]([OH:9])=[O:8])([CH3:4])([CH3:3])[CH3:2]. (4) Given the reactants CN1CCOCC1.C(OC(Cl)=O)C(C)C.[CH3:16][CH2:17][CH2:18][CH2:19][C:20]1[CH:21]=[CH:22][C:23]([C:26]([OH:28])=O)=[N:24][CH:25]=1.Cl.[CH3:30][O:31][NH:32][CH3:33], predict the reaction product. The product is: [CH3:30][O:31][N:32]([CH3:33])[C:26]([C:23]1[CH:22]=[CH:21][C:20]([CH2:19][CH2:18][CH2:17][CH3:16])=[CH:25][N:24]=1)=[O:28]. (5) The product is: [CH3:1][C@@H:2]1[CH2:8][N:7]([CH2:9][CH2:10][CH2:11][N:12]2[CH2:17][CH2:16][CH2:15][CH2:14][CH2:13]2)[C:6](=[O:18])[CH2:5][CH2:4][N:3]1[C:25]1[CH:24]=[CH:23][CH:22]=[C:21]([C:26]([F:29])([F:28])[F:27])[CH:20]=1. Given the reactants [CH3:1][C@@H:2]1[CH2:8][N:7]([CH2:9][CH2:10][CH2:11][N:12]2[CH2:17][CH2:16][CH2:15][CH2:14][CH2:13]2)[C:6](=[O:18])[CH2:5][CH2:4][NH:3]1.I[C:20]1[CH:25]=[CH:24][CH:23]=[CH:22][C:21]=1[C:26]([F:29])([F:28])[F:27], predict the reaction product. (6) Given the reactants [OH:1][CH2:2][C@@H:3]1[CH2:8][N:7]2[CH2:9][CH2:10][CH2:11][C@H:6]2[C:5](=[O:12])[N:4]1[CH3:13].C(N(CC)CC)C.[CH3:21][S:22](Cl)(=[O:24])=[O:23], predict the reaction product. The product is: [CH3:21][S:22]([O:1][CH2:2][C@@H:3]1[CH2:8][N:7]2[CH2:9][CH2:10][CH2:11][C@H:6]2[C:5](=[O:12])[N:4]1[CH3:13])(=[O:24])=[O:23]. (7) The product is: [NH2:29][C@H:30]([C@@H:38]([OH:45])[C:39]1[CH:40]=[CH:41][N:42]=[CH:43][CH:44]=1)[C:31]([N:33]1[CH2:37][CH2:36][CH2:35][CH2:34]1)=[O:32]. Given the reactants C1(C)C=CC(C([C@@](C(O)=O)(O)[C@@](C(C2C=CC(C)=CC=2)=O)(O)C(O)=O)=O)=CC=1.[NH2:29][C@H:30]([C@@H:38]([OH:45])[C:39]1[CH:44]=[CH:43][N:42]=[CH:41][CH:40]=1)[C:31]([N:33]1[CH2:37][CH2:36][CH2:35][CH2:34]1)=[O:32].[OH-].[K+].C(O)C, predict the reaction product.